The task is: Predict the reactants needed to synthesize the given product.. This data is from Full USPTO retrosynthesis dataset with 1.9M reactions from patents (1976-2016). (1) Given the product [C:1]([C:3]1[C:4]([O:33][CH3:34])=[C:5]([CH2:13][N:14]([CH3:32])[C:15](=[O:31])[CH:16]([C:23]2[CH:28]=[CH:27][CH:26]=[C:25]([O:29][CH3:30])[CH:24]=2)[N:17]2[CH2:22][CH2:21][N:20]([CH3:35])[CH2:19][CH2:18]2)[C:6]2[C:11]([CH:12]=1)=[CH:10][CH:9]=[CH:8][CH:7]=2)#[N:2], predict the reactants needed to synthesize it. The reactants are: [C:1]([C:3]1[C:4]([O:33][CH3:34])=[C:5]([CH2:13][N:14]([CH3:32])[C:15](=[O:31])[CH:16]([C:23]2[CH:28]=[CH:27][CH:26]=[C:25]([O:29][CH3:30])[CH:24]=2)[N:17]2[CH2:22][CH2:21][NH:20][CH2:19][CH2:18]2)[C:6]2[C:11]([CH:12]=1)=[CH:10][CH:9]=[CH:8][CH:7]=2)#[N:2].[CH:35](O)=O.C=O.C([O-])(O)=O.[Na+]. (2) Given the product [F:10][C:6]1[CH:7]=[CH:8][CH:9]=[C:2]([C:15]2[CH:16]=[C:17]([N+:20]([O-:22])=[O:21])[CH:18]=[CH:19][C:14]=2[F:13])[C:3]=1[C:4]#[N:5], predict the reactants needed to synthesize it. The reactants are: Br[C:2]1[CH:9]=[CH:8][CH:7]=[C:6]([F:10])[C:3]=1[C:4]#[N:5].[F-].[K+].[F:13][C:14]1[CH:19]=[CH:18][C:17]([N+:20]([O-:22])=[O:21])=[CH:16][C:15]=1B1OC(C)(C)C(C)(C)O1. (3) Given the product [F:23][C:24]1[CH:25]=[CH:26][C:27]([C@@H:30]([N:32]2[CH2:37][CH2:36][CH2:35]/[C:34](=[CH:6]\[C:5]3[CH:8]=[CH:9][C:10]([N:11]4[CH:15]=[C:14]([CH3:16])[N:13]=[CH:12]4)=[C:3]([O:2][CH3:1])[CH:4]=3)/[C:33]2=[O:41])[CH3:31])=[CH:28][CH:29]=1, predict the reactants needed to synthesize it. The reactants are: [CH3:1][O:2][C:3]1[CH:4]=[C:5]([CH:8]=[CH:9][C:10]=1[N:11]1[CH:15]=[C:14]([CH3:16])[N:13]=[CH:12]1)[CH:6]=O.N1CCCCC1.[F:23][C:24]1[CH:29]=[CH:28][C:27]([C@@H:30]([N:32]2[CH2:37][CH2:36][CH2:35][CH:34](C(O)=O)[C:33]2=[O:41])[CH3:31])=[CH:26][CH:25]=1.O. (4) Given the product [Cl:23][C:8]1[N:7]=[C:6]([NH:10][CH:11]2[CH2:13][CH2:12]2)[N:5]=[C:4]([C:14]2[CH:15]=[C:16]([Cl:20])[CH:17]=[N:18][CH:19]=2)[C:3]=1[C:1]#[N:2], predict the reactants needed to synthesize it. The reactants are: [C:1]([C:3]1[C:8](=O)[NH:7][C:6]([NH:10][CH:11]2[CH2:13][CH2:12]2)=[N:5][C:4]=1[C:14]1[CH:15]=[C:16]([Cl:20])[CH:17]=[N:18][CH:19]=1)#[N:2].O=P(Cl)(Cl)[Cl:23]. (5) Given the product [Cl:1][C:2]1[CH:7]=[CH:6][C:5]([C:8]2[N:12]([C:13]3[CH:14]=[CH:15][C:16]([S:19]([NH2:22])(=[O:21])=[O:20])=[CH:17][CH:18]=3)[N:11]=[C:10]([C:23]([F:24])([F:25])[F:26])[C:9]=2[Cl:31])=[CH:4][CH:3]=1, predict the reactants needed to synthesize it. The reactants are: [Cl:1][C:2]1[CH:7]=[CH:6][C:5]([C:8]2[N:12]([C:13]3[CH:18]=[CH:17][C:16]([S:19]([NH2:22])(=[O:21])=[O:20])=[CH:15][CH:14]=3)[N:11]=[C:10]([C:23]([F:26])([F:25])[F:24])[CH:9]=2)=[CH:4][CH:3]=1.C(O)(=O)C.[Cl:31]Cl. (6) Given the product [NH2:7][C:6]([C:5]1[CH:8]=[CH:9][C:2]([F:1])=[CH:3][CH:4]=1)=[CH:11][C:10]#[N:12], predict the reactants needed to synthesize it. The reactants are: [F:1][C:2]1[CH:9]=[CH:8][C:5]([C:6]#[N:7])=[CH:4][CH:3]=1.[C:10](#[N:12])[CH3:11].CC(C)([O-])C.[K+].